From a dataset of Full USPTO retrosynthesis dataset with 1.9M reactions from patents (1976-2016). Predict the reactants needed to synthesize the given product. (1) Given the product [Br:1][C:2]1[CH:7]=[CH:6][C:5]([C:15]([OH:16])([CH3:17])[CH3:14])=[CH:4][N:3]=1, predict the reactants needed to synthesize it. The reactants are: [Br:1][C:2]1[CH:7]=[CH:6][C:5](Br)=[CH:4][N:3]=1.C([Li])CCC.[CH3:14][C:15]([CH3:17])=[O:16]. (2) The reactants are: [OH:1][CH2:2][CH2:3][CH2:4][CH2:5][CH2:6][CH2:7][NH:8][C:9]1[CH:10]=[CH:11][C:12]2[N:13]([CH:15]=[N:16][N:17]=2)[N:14]=1.C(N(C(C)C)C(C)C)C.[CH3:27][S:28](Cl)(=[O:30])=[O:29]. Given the product [CH3:27][S:28]([O:1][CH2:2][CH2:3][CH2:4][CH2:5][CH2:6][CH2:7][NH:8][C:9]1[CH:10]=[CH:11][C:12]2[N:13]([CH:15]=[N:16][N:17]=2)[N:14]=1)(=[O:30])=[O:29], predict the reactants needed to synthesize it.